From a dataset of Catalyst prediction with 721,799 reactions and 888 catalyst types from USPTO. Predict which catalyst facilitates the given reaction. Reactant: [C:1]([O:5][C:6](=[O:17])[NH:7][CH2:8][CH2:9][C:10]1[CH:15]=[CH:14][C:13]([OH:16])=[CH:12][CH:11]=1)([CH3:4])([CH3:3])[CH3:2].N1C=CC=CC=1.[F:24][C:25]([F:38])([F:37])[S:26](O[S:26]([C:25]([F:38])([F:37])[F:24])(=[O:28])=[O:27])(=[O:28])=[O:27].O. Product: [C:1]([O:5][C:6]([NH:7][CH2:8][CH2:9][C:10]1[CH:15]=[CH:14][C:13]([O:16][S:26]([C:25]([F:38])([F:37])[F:24])(=[O:28])=[O:27])=[CH:12][CH:11]=1)=[O:17])([CH3:4])([CH3:2])[CH3:3]. The catalyst class is: 2.